Dataset: NCI-60 drug combinations with 297,098 pairs across 59 cell lines. Task: Regression. Given two drug SMILES strings and cell line genomic features, predict the synergy score measuring deviation from expected non-interaction effect. (1) Drug 1: CC1=C2C(C(=O)C3(C(CC4C(C3C(C(C2(C)C)(CC1OC(=O)C(C(C5=CC=CC=C5)NC(=O)OC(C)(C)C)O)O)OC(=O)C6=CC=CC=C6)(CO4)OC(=O)C)O)C)O. Drug 2: C1C(C(OC1N2C=NC3=C2NC=NCC3O)CO)O. Cell line: MALME-3M. Synergy scores: CSS=5.03, Synergy_ZIP=-4.42, Synergy_Bliss=-5.81, Synergy_Loewe=-8.32, Synergy_HSA=-5.88. (2) Synergy scores: CSS=-2.15, Synergy_ZIP=-2.34, Synergy_Bliss=-8.06, Synergy_Loewe=-12.9, Synergy_HSA=-8.74. Cell line: K-562. Drug 1: CCC(=C(C1=CC=CC=C1)C2=CC=C(C=C2)OCCN(C)C)C3=CC=CC=C3.C(C(=O)O)C(CC(=O)O)(C(=O)O)O. Drug 2: C(CC(=O)O)C(=O)CN.Cl. (3) Drug 1: CC(C1=C(C=CC(=C1Cl)F)Cl)OC2=C(N=CC(=C2)C3=CN(N=C3)C4CCNCC4)N. Drug 2: COC1=CC(=CC(=C1O)OC)C2C3C(COC3=O)C(C4=CC5=C(C=C24)OCO5)OC6C(C(C7C(O6)COC(O7)C8=CC=CS8)O)O. Cell line: SNB-75. Synergy scores: CSS=30.3, Synergy_ZIP=-7.37, Synergy_Bliss=2.52, Synergy_Loewe=-1.96, Synergy_HSA=2.19. (4) Drug 1: CCC1=C2CN3C(=CC4=C(C3=O)COC(=O)C4(CC)O)C2=NC5=C1C=C(C=C5)O. Drug 2: C1CC(=O)NC(=O)C1N2C(=O)C3=CC=CC=C3C2=O. Cell line: PC-3. Synergy scores: CSS=17.9, Synergy_ZIP=-5.10, Synergy_Bliss=-1.07, Synergy_Loewe=-89.2, Synergy_HSA=-0.974.